Dataset: NCI-60 drug combinations with 297,098 pairs across 59 cell lines. Task: Regression. Given two drug SMILES strings and cell line genomic features, predict the synergy score measuring deviation from expected non-interaction effect. (1) Drug 1: CN(CC1=CN=C2C(=N1)C(=NC(=N2)N)N)C3=CC=C(C=C3)C(=O)NC(CCC(=O)O)C(=O)O. Drug 2: C1=NC2=C(N1)C(=S)N=CN2. Cell line: MOLT-4. Synergy scores: CSS=83.7, Synergy_ZIP=0.310, Synergy_Bliss=0.272, Synergy_Loewe=-0.600, Synergy_HSA=2.00. (2) Drug 1: CC1=C(C=C(C=C1)NC2=NC=CC(=N2)N(C)C3=CC4=NN(C(=C4C=C3)C)C)S(=O)(=O)N.Cl. Cell line: HL-60(TB). Synergy scores: CSS=-22.1, Synergy_ZIP=10.9, Synergy_Bliss=1.16, Synergy_Loewe=-24.9, Synergy_HSA=-21.5. Drug 2: CCC(=C(C1=CC=CC=C1)C2=CC=C(C=C2)OCCN(C)C)C3=CC=CC=C3.C(C(=O)O)C(CC(=O)O)(C(=O)O)O.